Dataset: Full USPTO retrosynthesis dataset with 1.9M reactions from patents (1976-2016). Task: Predict the reactants needed to synthesize the given product. (1) Given the product [CH3:1][C:2]1[CH:3]=[CH:4][C:5]([C:8]2[N:13]=[C:12]([C:14]([OH:16])=[O:15])[CH:11]=[C:10]([C:18]3[CH:23]=[CH:22][C:21]([CH3:24])=[CH:20][CH:19]=3)[N:9]=2)=[CH:6][CH:7]=1, predict the reactants needed to synthesize it. The reactants are: [CH3:1][C:2]1[CH:7]=[CH:6][C:5]([C:8]2[N:13]=[C:12]([C:14]([O:16]C)=[O:15])[CH:11]=[C:10]([C:18]3[CH:23]=[CH:22][C:21]([CH3:24])=[CH:20][CH:19]=3)[N:9]=2)=[CH:4][CH:3]=1.[OH-].[Na+].Cl. (2) Given the product [CH2:20]([O:22][C:23](=[O:26])[CH2:24][NH:25][CH:15]1[CH2:16][CH2:17][N:12]([C:5]([O:7][C:8]([CH3:11])([CH3:10])[CH3:9])=[O:6])[CH2:13][CH2:14]1)[CH3:21], predict the reactants needed to synthesize it. The reactants are: C([BH3-])#N.[Na+].[C:5]([N:12]1[CH2:17][CH2:16][C:15](=O)[CH2:14][CH2:13]1)([O:7][C:8]([CH3:11])([CH3:10])[CH3:9])=[O:6].Cl.[CH2:20]([O:22][C:23](=[O:26])[CH2:24][NH2:25])[CH3:21]. (3) The reactants are: C(NC([NH:6][C:7]1[S:8][C:9]2[C:15]([C:16]3[CH:21]=[CH:20][CH:19]=[CH:18][N:17]=3)=[CH:14][C:13]([O:22][S:23]([C:26]([F:29])([F:28])[F:27])(=[O:25])=[O:24])=[CH:12][C:10]=2[N:11]=1)=O)C. Given the product [NH2:6][C:7]1[S:8][C:9]2[C:15]([C:16]3[CH:21]=[CH:20][CH:19]=[CH:18][N:17]=3)=[CH:14][C:13]([O:22][S:23]([C:26]([F:27])([F:29])[F:28])(=[O:25])=[O:24])=[CH:12][C:10]=2[N:11]=1, predict the reactants needed to synthesize it.